This data is from Full USPTO retrosynthesis dataset with 1.9M reactions from patents (1976-2016). The task is: Predict the reactants needed to synthesize the given product. (1) Given the product [CH3:1][O:2][C:3](=[O:19])[CH2:4][CH2:5][CH2:6][CH2:7][CH2:8][O:9][C:10]1[CH:15]=[CH:14][C:13]([NH:16][C:17]([O:22][CH2:21][CH2:20][OH:23])=[O:18])=[CH:12][CH:11]=1, predict the reactants needed to synthesize it. The reactants are: [CH3:1][O:2][C:3](=[O:19])[CH2:4][CH2:5][CH2:6][CH2:7][CH2:8][O:9][C:10]1[CH:15]=[CH:14][C:13]([N:16]=[C:17]=[O:18])=[CH:12][CH:11]=1.[CH2:20]([OH:23])[CH2:21][OH:22]. (2) The reactants are: [Cl:1][C:2]1[N:11]=[C:10](Cl)[C:9]2[C:4](=[C:5]([F:17])[C:6]([O:15][CH3:16])=[C:7]([O:13][CH3:14])[CH:8]=2)[N:3]=1.[NH4+:18].[OH-]. Given the product [Cl:1][C:2]1[N:11]=[C:10]([NH2:18])[C:9]2[C:4](=[C:5]([F:17])[C:6]([O:15][CH3:16])=[C:7]([O:13][CH3:14])[CH:8]=2)[N:3]=1, predict the reactants needed to synthesize it. (3) Given the product [F:1][C:2]1[CH:3]=[CH:4][C:5]([O:6][CH2:7][C@@H:8]([OH:28])/[CH:9]=[CH:10]/[CH:11]=[CH:12]\[CH:13]=[CH:14]\[CH:15]=[CH:16]\[C@@H:17]([OH:27])[C@@H:18]([OH:26])[CH2:19][O:20][CH2:21][C:22]([OH:24])=[O:23])=[CH:29][CH:30]=1, predict the reactants needed to synthesize it. The reactants are: [F:1][C:2]1[CH:30]=[CH:29][C:5]([O:6][CH2:7][C@@H:8]([OH:28])/[CH:9]=[CH:10]/[CH:11]=[CH:12]\[CH:13]=[CH:14]\[CH:15]=[CH:16]\[C@@H:17]([OH:27])[C@@H:18]([OH:26])[CH2:19][O:20][CH2:21][C:22]([O:24]C)=[O:23])=[CH:4][CH:3]=1.[OH-].[Na+].P([O-])([O-])([O-])=O.[K+].[K+].[K+].